This data is from Catalyst prediction with 721,799 reactions and 888 catalyst types from USPTO. The task is: Predict which catalyst facilitates the given reaction. (1) Reactant: [N+:1]([C:4]1[CH:9]=[CH:8][CH:7]=[CH:6][C:5]=1[S:10]([N:13]1[CH2:18][CH2:17][CH2:16][C@@H:15]([C:19](O)=[O:20])[CH2:14]1)(=[O:12])=[O:11])([O-:3])=[O:2].[NH:22]1[CH2:26][CH2:25][CH:24]([C:27]2[CH:28]=[N:29][CH:30]=[CH:31][CH:32]=2)[CH2:23]1.F[P-](F)(F)(F)(F)F.N1(O[P+](N(C)C)(N(C)C)N(C)C)C2C=CC=CC=2N=N1.C(N(CC)C(C)C)(C)C. Product: [N+:1]([C:4]1[CH:9]=[CH:8][CH:7]=[CH:6][C:5]=1[S:10]([N:13]1[CH2:18][CH2:17][CH2:16][C@@H:15]([C:19]([N:22]2[CH2:26][CH2:25][CH:24]([C:27]3[CH:28]=[N:29][CH:30]=[CH:31][CH:32]=3)[CH2:23]2)=[O:20])[CH2:14]1)(=[O:11])=[O:12])([O-:3])=[O:2]. The catalyst class is: 2. (2) Reactant: [C:1]([O:5][C:6]([NH:8][C:9]([CH3:14])([CH3:13])[C:10]([OH:12])=O)=[O:7])([CH3:4])([CH3:3])[CH3:2].Cl.[CH3:16][O:17][C:18](=[O:25])[C@@H:19]([CH2:21][CH:22]([CH3:24])[CH3:23])[NH2:20].ON1C2C=CC=CC=2N=N1.Cl.C(N=C=NCCCN(C)C)C. Product: [CH3:16][O:17][C:18](=[O:25])[C@H:19]([NH:20][C:10](=[O:12])[C:9]([NH:8][C:6]([O:5][C:1]([CH3:2])([CH3:3])[CH3:4])=[O:7])([CH3:14])[CH3:13])[CH2:21][CH:22]([CH3:24])[CH3:23]. The catalyst class is: 681. (3) Reactant: [CH3:1][NH:2][C:3]1[N:8]=[C:7]([C:9]2[N:13]([CH:14]3[CH2:19][CH2:18][NH:17][CH2:16][CH2:15]3)[CH:12]=[N:11][C:10]=2[C:20]2[CH:25]=[CH:24][CH:23]=[CH:22][CH:21]=2)[CH:6]=[CH:5][N:4]=1.Cl[CH2:27][C:28]1[N:33]=[CH:32][CH:31]=[CH:30][N:29]=1.FC1C=CC(C2N=CN(C3CCN(CC4N=CC=CN=4)CC3)C=2C2C=CN=C(N)N=2)=CC=1.CCCCCCC. Product: [CH3:1][NH:2][C:3]1[N:8]=[C:7]([C:9]2[N:13]([CH:14]3[CH2:15][CH2:16][N:17]([CH2:27][C:28]4[N:33]=[CH:32][CH:31]=[CH:30][N:29]=4)[CH2:18][CH2:19]3)[CH:12]=[N:11][C:10]=2[C:20]2[CH:25]=[CH:24][CH:23]=[CH:22][CH:21]=2)[CH:6]=[CH:5][N:4]=1. The catalyst class is: 46.